From a dataset of Catalyst prediction with 721,799 reactions and 888 catalyst types from USPTO. Predict which catalyst facilitates the given reaction. (1) Reactant: Cl[C:2]1[CH:11]=[C:10]([Cl:12])[CH:9]=[C:8]2[C:3]=1[CH:4]=[CH:5][CH:6]=[N:7]2.[CH3:13]B1OB(C)OB(C)O1.C([O-])([O-])=O.[Na+].[Na+].[Al].ClC1C=C(C)C=C2C=1C=CC=N2. Product: [Cl:12][C:10]1[CH:9]=[C:8]2[C:3]([CH:4]=[CH:5][CH:6]=[N:7]2)=[C:2]([CH3:13])[CH:11]=1. The catalyst class is: 817. (2) Reactant: [OH-].[Na+].C[O:4][C:5]([C:7]1[O:8][CH:9]([CH:25]([CH:32]2[CH2:36][O:35][C:34]([CH3:38])([CH3:37])[O:33]2)[O:26][CH2:27][C:28]([O:30]C)=[O:29])[CH:10]([NH:21][C:22](=[O:24])[CH3:23])[CH:11]([O:13][Si:14]([C:17]([CH3:20])([CH3:19])[CH3:18])([CH3:16])[CH3:15])[CH:12]=1)=[O:6]. Product: [C:22]([NH:21][CH:10]1[CH:9]([CH:25]([O:26][CH2:27][C:28]([OH:30])=[O:29])[CH:32]2[CH2:36][O:35][C:34]([CH3:37])([CH3:38])[O:33]2)[O:8][C:7]([C:5]([OH:6])=[O:4])=[CH:12][CH:11]1[O:13][Si:14]([C:17]([CH3:20])([CH3:19])[CH3:18])([CH3:15])[CH3:16])(=[O:24])[CH3:23]. The catalyst class is: 1. (3) Product: [CH2:1]([O:3][C:4]([CH:6]1[CH2:11][CH2:10][CH2:9][CH2:8][N:7]1[NH:12][CH2:13][CH2:14][C:15]([CH3:16])([CH3:18])[CH3:17])=[O:5])[CH3:2]. Reactant: [CH2:1]([O:3][C:4]([CH:6]1[CH2:11][CH2:10][CH2:9][CH2:8][N:7]1[N:12]=[CH:13][CH2:14][C:15]([CH3:18])([CH3:17])[CH3:16])=[O:5])[CH3:2].C(O)(=O)C.C([BH3-])#N.[Na+]. The catalyst class is: 5. (4) Reactant: [Cl:1][C:2]1[CH:3]=[C:4]([C:12]2[O:16][N:15]=[C:14]([C:17]3[CH:18]=[C:19]4[C:23](=[CH:24][C:25]=3[CH2:26][CH3:27])[NH:22][N:21]=[CH:20]4)[N:13]=2)[CH:5]=[N:6][C:7]=1[O:8][CH:9]([CH3:11])[CH3:10].C(=O)([O-])[O-].[Cs+].[Cs+].Br[CH2:35][CH2:36][CH2:37][C:38]([O:40][CH2:41][CH3:42])=[O:39]. Product: [Cl:1][C:2]1[CH:3]=[C:4]([C:12]2[O:16][N:15]=[C:14]([C:17]3[CH:18]=[C:19]4[C:23](=[CH:24][C:25]=3[CH2:26][CH3:27])[N:22]([CH2:35][CH2:36][CH2:37][C:38]([O:40][CH2:41][CH3:42])=[O:39])[N:21]=[CH:20]4)[N:13]=2)[CH:5]=[N:6][C:7]=1[O:8][CH:9]([CH3:11])[CH3:10]. The catalyst class is: 3. (5) Reactant: [CH3:1][O:2][C:3]1[N:4]=[C:5]2[C:10](=[CH:11][CH:12]=1)[N:9]=[CH:8][CH:7]=[C:6]2[N:13]1[CH:21]=[C:20]2[C:15]([CH2:16][CH2:17][CH:18]([NH2:22])[CH2:19]2)=[N:14]1.C([O-])([O-])=O.[K+].[K+].Cl[CH2:30][C:31]([NH:33][C:34]1[CH:39]=[C:38]([F:40])[CH:37]=[C:36]([F:41])[CH:35]=1)=[O:32].[Na+].[I-]. Product: [F:40][C:38]1[CH:39]=[C:34]([NH:33][C:31](=[O:32])[CH2:30][NH:22][CH:18]2[CH2:17][CH2:16][C:15]3[C:20](=[CH:21][N:13]([C:6]4[C:5]5[C:10](=[CH:11][CH:12]=[C:3]([O:2][CH3:1])[N:4]=5)[N:9]=[CH:8][CH:7]=4)[N:14]=3)[CH2:19]2)[CH:35]=[C:36]([F:41])[CH:37]=1. The catalyst class is: 31. (6) Reactant: [C:1]1([C:7]2[O:11][N:10]=[C:9]([C:12]3[O:16][N:15]=[C:14]4[C:17]5[C:22]([CH2:23][CH2:24][C:13]=34)=[CH:21][C:20]([CH:25]=C)=[CH:19][CH:18]=5)[C:8]=2[C:27]([F:30])([F:29])[F:28])[CH:6]=[CH:5][CH:4]=[CH:3][CH:2]=1.C[N+]1([O-])CC[O:35]CC1.I([O-])(=O)(=O)=O.[Na+]. Product: [C:1]1([C:7]2[O:11][N:10]=[C:9]([C:12]3[O:16][N:15]=[C:14]4[C:17]5[C:22]([CH2:23][CH2:24][C:13]=34)=[CH:21][C:20]([CH:25]=[O:35])=[CH:19][CH:18]=5)[C:8]=2[C:27]([F:28])([F:30])[F:29])[CH:6]=[CH:5][CH:4]=[CH:3][CH:2]=1. The catalyst class is: 822. (7) Reactant: [Cl:1][C:2]1[C:3]([CH3:22])=[C:4]([N:8]2[C:12](=[O:13])[CH2:11][N:10]([C:14](=[O:21])[CH2:15][NH:16][CH2:17][CH2:18][O:19][CH3:20])[CH2:9]2)[CH:5]=[CH:6][CH:7]=1.[Cl:23][C:24]1[CH:29]=[CH:28][C:27]([N:30]=[C:31]=[O:32])=[CH:26][CH:25]=1. Product: [Cl:1][C:2]1[C:3]([CH3:22])=[C:4]([N:8]2[C:12](=[O:13])[CH2:11][N:10]([C:14](=[O:21])[CH2:15][N:16]([CH2:17][CH2:18][O:19][CH3:20])[C:31]([NH:30][C:27]3[CH:28]=[CH:29][C:24]([Cl:23])=[CH:25][CH:26]=3)=[O:32])[CH2:9]2)[CH:5]=[CH:6][CH:7]=1. The catalyst class is: 1. (8) Reactant: [Cl:1][C:2]1[CH:7]=[CH:6][C:5]([CH2:8][CH2:9][O:10][C:11]2[N:12]=[C:13]([NH2:50])[C:14]3[N:15]=[CH:16][N:17]([C:48]=3[N:49]=2)[C@@H:18]2[O:47][C@H:37]([CH2:38][O:39][Si](C(C)(C)C)(C)C)[C@@H:28]([O:29][Si](C(C)(C)C)(C)C)[C@H:19]2[O:20][Si](C(C)(C)C)(C)C)=[CH:4][CH:3]=1.N1C=CC=CC=1.F. Product: [Cl:1][C:2]1[CH:3]=[CH:4][C:5]([CH2:8][CH2:9][O:10][C:11]2[N:12]=[C:13]([NH2:50])[C:14]3[N:15]=[CH:16][N:17]([C:48]=3[N:49]=2)[C@@H:18]2[O:47][C@H:37]([CH2:38][OH:39])[C@@H:28]([OH:29])[C@H:19]2[OH:20])=[CH:6][CH:7]=1. The catalyst class is: 5. (9) Reactant: Cl.[NH2:2][CH2:3][C:4]([C:6]1[CH:11]=[CH:10][C:9]([O:12][CH3:13])=[CH:8][CH:7]=1)=[O:5].[BH4-].[Na+].[OH-].[Na+].C(Cl)(Cl)Cl. Product: [OH:5][CH:4]([C:6]1[CH:11]=[CH:10][C:9]([O:12][CH3:13])=[CH:8][CH:7]=1)[CH2:3][NH2:2]. The catalyst class is: 5.